From a dataset of Full USPTO retrosynthesis dataset with 1.9M reactions from patents (1976-2016). Predict the reactants needed to synthesize the given product. (1) Given the product [CH3:2][N:3]1[C:43](=[O:44])[CH:42]=[C:11]([NH:13][C:14]2[CH:23]=[CH:22][C:21]3[C:16](=[CH:17][CH:18]=[CH:19][CH:20]=3)[CH:15]=2)[C:5]([C:6]([O:8][CH2:9][CH3:10])=[O:7])=[CH:4]1, predict the reactants needed to synthesize it. The reactants are: Cl[C:2]1C=[C:11]([NH:13][C:14]2[CH:23]=[CH:22][C:21]3[C:16](=[CH:17][CH:18]=[CH:19][CH:20]=3)[CH:15]=2)[C:5]([C:6]([O:8][CH2:9][CH3:10])=[O:7])=[CH:4][N:3]=1.COS(OC)(=O)=O.C(N(CC)CC)C.CC(O)=O.[CH3:42][CH2:43][OH:44]. (2) The reactants are: [CH3:1][C@@:2]12[CH2:16][C@@H:3]1[CH2:4][CH:5]1[CH:9]([CH2:10]2)[NH:8][N:7]=[C:6]1[C:11]([O:13]CC)=[O:12].[OH-].[Na+]. Given the product [CH3:1][C@@:2]12[CH2:16][C@@H:3]1[CH2:4][CH:5]1[CH:9]([CH2:10]2)[NH:8][N:7]=[C:6]1[C:11]([OH:13])=[O:12], predict the reactants needed to synthesize it.